This data is from Forward reaction prediction with 1.9M reactions from USPTO patents (1976-2016). The task is: Predict the product of the given reaction. Given the reactants CN1CCOCC1.[C:8]([O:12][C:13]([N:15]1[CH2:20][CH2:19][CH:18]([C:21]([OH:23])=O)[CH2:17][CH2:16]1)=[O:14])([CH3:11])([CH3:10])[CH3:9].ClC(OCC(C)C)=O.Cl.[NH2:33][CH2:34][C:35]([C:37]1[CH:42]=[CH:41][CH:40]=[C:39]([C:43]([F:46])([F:45])[F:44])[CH:38]=1)=[O:36], predict the reaction product. The product is: [O:36]=[C:35]([C:37]1[CH:42]=[CH:41][CH:40]=[C:39]([C:43]([F:44])([F:45])[F:46])[CH:38]=1)[CH2:34][NH:33][C:21]([CH:18]1[CH2:17][CH2:16][N:15]([C:13]([O:12][C:8]([CH3:9])([CH3:10])[CH3:11])=[O:14])[CH2:20][CH2:19]1)=[O:23].